This data is from Forward reaction prediction with 1.9M reactions from USPTO patents (1976-2016). The task is: Predict the product of the given reaction. (1) Given the reactants [F:1][C:2]1[CH:3]=[C:4]([CH:7]=[CH:8][C:9]=1[O:10][CH3:11])[CH2:5]Cl.[CH2:12]([O:14][P:15]([O:19]CC)[O:16][CH2:17][CH3:18])[CH3:13], predict the reaction product. The product is: [F:1][C:2]1[CH:3]=[C:4]([CH:7]=[CH:8][C:9]=1[O:10][CH3:11])[CH2:5][P:15](=[O:19])([O:16][CH2:17][CH3:18])[O:14][CH2:12][CH3:13]. (2) The product is: [Cl:17][C:4]1[N:3]=[C:2]([N:21]2[CH2:22][CH2:23][O:24][C:19]([CH3:25])([CH3:18])[CH2:20]2)[C:14]2[N:13]=[C:12]3[N:7]([C:6]=2[N:5]=1)[CH2:8][CH2:9][O:10][C:11]3([CH3:16])[CH3:15]. Given the reactants Cl[C:2]1[C:14]2[N:13]=[C:12]3[N:7]([CH2:8][CH2:9][O:10][C:11]3([CH3:16])[CH3:15])[C:6]=2[N:5]=[C:4]([Cl:17])[N:3]=1.[CH3:18][C:19]1([CH3:25])[O:24][CH2:23][CH2:22][NH:21][CH2:20]1.C(N(CC)CC)C, predict the reaction product. (3) Given the reactants [Cl:1][CH2:2][C:3]1[N:4]=[C:5]2[S:12][CH:11]=[C:10]([CH:13]=O)[N:6]2[C:7](=[O:9])[CH:8]=1.[C:15]([CH2:17][C:18]([O:20][CH2:21][CH3:22])=[O:19])#[N:16], predict the reaction product. The product is: [Cl:1][CH2:2][C:3]1[N:4]=[C:5]2[S:12][CH:11]=[C:10](/[CH:13]=[C:17](\[C:15]#[N:16])/[C:18]([O:20][CH2:21][CH3:22])=[O:19])[N:6]2[C:7](=[O:9])[CH:8]=1. (4) Given the reactants [C:1]([O:5][C:6]([N:8]1[CH2:13][CH2:12][CH:11]([C:14]2[S:15][C:16]([CH2:20][OH:21])=[C:17]([CH3:19])[N:18]=2)[CH2:10][CH2:9]1)=[O:7])([CH3:4])([CH3:3])[CH3:2].[N:22]1([C:27]2[CH:32]=[CH:31][C:30](O)=[CH:29][CH:28]=2)[CH:26]=[N:25][N:24]=[N:23]1.C1(P(C2C=CC=CC=2)C2C=CC=CC=2)C=CC=CC=1, predict the reaction product. The product is: [C:1]([O:5][C:6]([N:8]1[CH2:9][CH2:10][CH:11]([C:14]2[S:15][C:16]([CH2:20][O:21][C:30]3[CH:31]=[CH:32][C:27]([N:22]4[CH:26]=[N:25][N:24]=[N:23]4)=[CH:28][CH:29]=3)=[C:17]([CH3:19])[N:18]=2)[CH2:12][CH2:13]1)=[O:7])([CH3:4])([CH3:2])[CH3:3]. (5) Given the reactants [Br:1][C:2]1[C:3](Cl)=[N:4][CH:5]=[CH:6][C:7]=1[C:8]1[CH:15]=[CH:14][C:11]([C:12]#[N:13])=[CH:10][CH:9]=1.[NH2:17][NH2:18], predict the reaction product. The product is: [Br:1][C:2]1[C:3]([NH:17][NH2:18])=[N:4][CH:5]=[CH:6][C:7]=1[C:8]1[CH:15]=[CH:14][C:11]([C:12]#[N:13])=[CH:10][CH:9]=1.